This data is from NCI-60 drug combinations with 297,098 pairs across 59 cell lines. The task is: Regression. Given two drug SMILES strings and cell line genomic features, predict the synergy score measuring deviation from expected non-interaction effect. (1) Drug 1: CC(C1=C(C=CC(=C1Cl)F)Cl)OC2=C(N=CC(=C2)C3=CN(N=C3)C4CCNCC4)N. Drug 2: CS(=O)(=O)C1=CC(=C(C=C1)C(=O)NC2=CC(=C(C=C2)Cl)C3=CC=CC=N3)Cl. Cell line: OVCAR-8. Synergy scores: CSS=2.26, Synergy_ZIP=-2.46, Synergy_Bliss=-1.63, Synergy_Loewe=-3.02, Synergy_HSA=-2.27. (2) Drug 1: CCCCCOC(=O)NC1=NC(=O)N(C=C1F)C2C(C(C(O2)C)O)O. Drug 2: COCCOC1=C(C=C2C(=C1)C(=NC=N2)NC3=CC=CC(=C3)C#C)OCCOC.Cl. Cell line: M14. Synergy scores: CSS=-7.34, Synergy_ZIP=3.81, Synergy_Bliss=0.0735, Synergy_Loewe=-7.39, Synergy_HSA=-6.32. (3) Drug 1: CN(C)N=NC1=C(NC=N1)C(=O)N. Drug 2: CS(=O)(=O)CCNCC1=CC=C(O1)C2=CC3=C(C=C2)N=CN=C3NC4=CC(=C(C=C4)OCC5=CC(=CC=C5)F)Cl. Cell line: HS 578T. Synergy scores: CSS=1.51, Synergy_ZIP=0.712, Synergy_Bliss=2.40, Synergy_Loewe=-2.73, Synergy_HSA=-1.90. (4) Drug 1: CC1=C(C(=CC=C1)Cl)NC(=O)C2=CN=C(S2)NC3=CC(=NC(=N3)C)N4CCN(CC4)CCO. Drug 2: CC1CCCC2(C(O2)CC(NC(=O)CC(C(C(=O)C(C1O)C)(C)C)O)C(=CC3=CSC(=N3)C)C)C. Cell line: UACC62. Synergy scores: CSS=39.3, Synergy_ZIP=0.577, Synergy_Bliss=-0.674, Synergy_Loewe=-12.7, Synergy_HSA=1.34. (5) Drug 1: CC1=C2C(C(=O)C3(C(CC4C(C3C(C(C2(C)C)(CC1OC(=O)C(C(C5=CC=CC=C5)NC(=O)OC(C)(C)C)O)O)OC(=O)C6=CC=CC=C6)(CO4)OC(=O)C)OC)C)OC. Drug 2: C1=CC=C(C(=C1)C(C2=CC=C(C=C2)Cl)C(Cl)Cl)Cl. Cell line: NCI-H226. Synergy scores: CSS=48.7, Synergy_ZIP=11.1, Synergy_Bliss=13.7, Synergy_Loewe=-13.7, Synergy_HSA=14.0. (6) Drug 1: CC1C(C(=O)NC(C(=O)N2CCCC2C(=O)N(CC(=O)N(C(C(=O)O1)C(C)C)C)C)C(C)C)NC(=O)C3=C4C(=C(C=C3)C)OC5=C(C(=O)C(=C(C5=N4)C(=O)NC6C(OC(=O)C(N(C(=O)CN(C(=O)C7CCCN7C(=O)C(NC6=O)C(C)C)C)C)C(C)C)C)N)C. Drug 2: CCC1(C2=C(COC1=O)C(=O)N3CC4=CC5=C(C=CC(=C5CN(C)C)O)N=C4C3=C2)O.Cl. Cell line: A498. Synergy scores: CSS=26.3, Synergy_ZIP=-10.5, Synergy_Bliss=4.22, Synergy_Loewe=0.994, Synergy_HSA=4.31. (7) Drug 1: CN1CCC(CC1)COC2=C(C=C3C(=C2)N=CN=C3NC4=C(C=C(C=C4)Br)F)OC. Drug 2: CC1C(C(CC(O1)OC2CC(OC(C2O)C)OC3=CC4=CC5=C(C(=O)C(C(C5)C(C(=O)C(C(C)O)O)OC)OC6CC(C(C(O6)C)O)OC7CC(C(C(O7)C)O)OC8CC(C(C(O8)C)O)(C)O)C(=C4C(=C3C)O)O)O)O. Cell line: MALME-3M. Synergy scores: CSS=1.23, Synergy_ZIP=2.79, Synergy_Bliss=5.09, Synergy_Loewe=4.16, Synergy_HSA=4.38. (8) Drug 1: C1=NC2=C(N1)C(=S)N=C(N2)N. Drug 2: C1CC(C1)(C(=O)O)C(=O)O.[NH2-].[NH2-].[Pt+2]. Cell line: MOLT-4. Synergy scores: CSS=70.9, Synergy_ZIP=-0.0459, Synergy_Bliss=-0.827, Synergy_Loewe=0.508, Synergy_HSA=3.21.